Predict the reaction yield, written as a fraction of the theoretical maximum amount of product (1.0 means a 100% yield; for example, 0.34 means a 34% yield). From a dataset of Reaction yield outcomes from USPTO patents with 853,638 reactions. (1) The reactants are [Cl:1][C:2]1[CH:3]=[CH:4][C:5]([CH3:30])=[C:6]([C@H:8]([O:22][CH2:23][CH2:24][NH:25][C:26]([O:28][CH3:29])=[O:27])[C@@H:9]2[CH2:14][CH2:13][CH2:12][N:11](C(OC(C)(C)C)=O)[CH2:10]2)[CH:7]=1.C(=O)(O)[O-].[Na+]. The catalyst is C(O)(C(F)(F)F)=O.C(Cl)Cl. The product is [Cl:1][C:2]1[CH:3]=[CH:4][C:5]([CH3:30])=[C:6]([C@@H:8]([C@@H:9]2[CH2:14][CH2:13][CH2:12][NH:11][CH2:10]2)[O:22][CH2:23][CH2:24][NH:25][C:26](=[O:27])[O:28][CH3:29])[CH:7]=1. The yield is 1.00. (2) The reactants are [C:1]12([C:11](=[O:20])[CH2:12][S:13][CH2:14][C:15]3[O:16][CH:17]=[CH:18][CH:19]=3)[CH2:10][CH:5]3[CH2:6][CH:7]([CH2:9][CH:3]([CH2:4]3)[CH2:2]1)[CH2:8]2.C1C=C(Cl)C=C(C(OO)=[O:29])C=1. The catalyst is C(Cl)Cl. The product is [C:1]12([C:11](=[O:20])[CH2:12][S:13]([CH2:14][C:15]3[O:16][CH:17]=[CH:18][CH:19]=3)=[O:29])[CH2:10][CH:5]3[CH2:6][CH:7]([CH2:9][CH:3]([CH2:4]3)[CH2:2]1)[CH2:8]2. The yield is 0.800. (3) The reactants are [F:1][C:2]1[CH:7]=[CH:6][C:5]([N:8]2[CH2:13][CH2:12][N:11]([S:14]([C:17]3[CH:22]=[CH:21][CH:20]=[C:19](B4OC(C)(C)C(C)(C)O4)[CH:18]=3)(=[O:16])=[O:15])[C@H:10]([CH3:32])[CH2:9]2)=[C:4]([C:33]([F:36])([F:35])[F:34])[CH:3]=1.C1C=CC(P(C2C=CC=CC=2)C2C=CC=CC=2)=CC=1.C([O-])([O-])=O.[Na+].[Na+].Br[C:63]([C:65]([F:68])([F:67])[F:66])=[CH2:64]. The catalyst is C1COCC1.CCOCC.[Pd]. The product is [F:1][C:2]1[CH:7]=[CH:6][C:5]([N:8]2[CH2:13][CH2:12][N:11]([S:14]([C:17]3[CH:22]=[CH:21][CH:20]=[C:19]([C:63]([C:65]([F:68])([F:67])[F:66])=[CH2:64])[CH:18]=3)(=[O:16])=[O:15])[C@H:10]([CH3:32])[CH2:9]2)=[C:4]([C:33]([F:34])([F:36])[F:35])[CH:3]=1. The yield is 0.850. (4) The reactants are B1C2CCCC1CCC2.[Cl:10][C:11]1[CH:16]=[CH:15][C:14]([O:17][C:18]2[CH:23]=[CH:22][C:21]([CH:24]=[CH2:25])=[CH:20][CH:19]=2)=[CH:13][C:12]=1[C:26]([F:29])([F:28])[F:27].[OH-:30].[Na+].OO. The catalyst is C1COCC1.O. The product is [Cl:10][C:11]1[CH:16]=[CH:15][C:14]([O:17][C:18]2[CH:19]=[CH:20][C:21]([CH2:24][CH2:25][OH:30])=[CH:22][CH:23]=2)=[CH:13][C:12]=1[C:26]([F:27])([F:28])[F:29]. The yield is 0.717. (5) The reactants are [CH3:1][O:2][C:3]1[CH:16]=[CH:15][C:6]([CH2:7][O:8][CH:9]2[CH2:13][CH:12]([OH:14])[CH:11]=[CH:10]2)=[CH:5][CH:4]=1.C1C=C(Cl)C=C(C(OO)=[O:25])C=1. The catalyst is C(Cl)Cl. The product is [CH3:1][O:2][C:3]1[CH:4]=[CH:5][C:6]([CH2:7][O:8][CH:9]2[CH:13]3[CH:12]([O:14]3)[CH:11]([OH:25])[CH2:10]2)=[CH:15][CH:16]=1. The yield is 0.840. (6) The reactants are [Cl:1][C:2]1[CH:7]=[CH:6][C:5]([C:8]2[N:13]=[C:12]([C:14](OC)=[O:15])[CH:11]=[CH:10][C:9]=2[C:18]2[CH:23]=[CH:22][CH:21]=[CH:20][C:19]=2[CH3:24])=[CH:4][C:3]=1[O:25][CH2:26][CH2:27][CH2:28][N:29]([CH3:31])[CH3:30].[NH2:32][C:33]1([C:39]([OH:41])=[O:40])[CH2:38][CH2:37][CH2:36][CH2:35][CH2:34]1. No catalyst specified. The product is [ClH:1].[Cl:1][C:2]1[CH:7]=[CH:6][C:5]([C:8]2[N:13]=[C:12]([C:14]([NH:32][C:33]3([C:39]([OH:41])=[O:40])[CH2:38][CH2:37][CH2:36][CH2:35][CH2:34]3)=[O:15])[CH:11]=[CH:10][C:9]=2[C:18]2[CH:23]=[CH:22][CH:21]=[CH:20][C:19]=2[CH3:24])=[CH:4][C:3]=1[O:25][CH2:26][CH2:27][CH2:28][N:29]([CH3:31])[CH3:30]. The yield is 0.530. (7) The reactants are [F:1][C:2]([F:15])([CH3:14])[CH2:3][O:4][C:5]1[CH:10]=[CH:9][C:8]([CH2:11]O)=[CH:7][C:6]=1[CH3:13].[C:16]1(=[O:26])[NH:20][C:19](=[O:21])[C:18]2=[CH:22][CH:23]=[CH:24][CH:25]=[C:17]12. No catalyst specified. The product is [F:1][C:2]([F:15])([CH3:14])[CH2:3][O:4][C:5]1[CH:10]=[CH:9][C:8]([CH2:11][N:20]2[C:16](=[O:26])[C:17]3[C:18](=[CH:22][CH:23]=[CH:24][CH:25]=3)[C:19]2=[O:21])=[CH:7][C:6]=1[CH3:13]. The yield is 0.850.